This data is from Human intestinal absorption (HIA) binary classification data from Hou et al.. The task is: Regression/Classification. Given a drug SMILES string, predict its absorption, distribution, metabolism, or excretion properties. Task type varies by dataset: regression for continuous measurements (e.g., permeability, clearance, half-life) or binary classification for categorical outcomes (e.g., BBB penetration, CYP inhibition). Dataset: hia_hou. (1) The molecule is CCOC(=O)[C@@H](CCc1ccccc1)N[C@H](C)C(=O)N1[C@H](C(=O)O)C[C@@H]2CCCC[C@@H]21. The result is 1 (good absorption). (2) The molecule is O=C(O)Cc1ccc2c(c1)C(=O)c1ccccc1CO2. The result is 1 (good absorption). (3) The compound is CNCCCN1c2ccccc2CCc2ccccc21. The result is 1 (good absorption). (4) The drug is CCC1=C(C)CN(C(=O)NCCc2ccc(S(=O)(=O)NC(=O)N[C@H]3CC[C@H](C)CC3)cc2)C1=O. The result is 1 (good absorption).